Dataset: Forward reaction prediction with 1.9M reactions from USPTO patents (1976-2016). Task: Predict the product of the given reaction. (1) Given the reactants N1C=CC=CC=1.[C:7](Cl)(=O)[O:8]C1C=CC([N+]([O-])=O)=CC=1.[NH2:20][C:21]1[CH:26]=[C:25]([C:27]([CH3:30])([CH3:29])[CH3:28])[CH:24]=[C:23]([N+:31]([O-:33])=[O:32])[C:22]=1[OH:34], predict the reaction product. The product is: [C:27]([C:25]1[CH:24]=[C:23]([N+:31]([O-:33])=[O:32])[C:22]2[O:34][C:7](=[O:8])[NH:20][C:21]=2[CH:26]=1)([CH3:28])([CH3:29])[CH3:30]. (2) Given the reactants [CH:1]1([C:4]2[N:13]=[C:12]([N:14]3[CH2:19][CH2:18][N:17]([C:20]4[CH:25]=[CH:24][C:23](F)=[CH:22][C:21]=4[O:27][CH3:28])[CH2:16][CH2:15]3)[C:11]3[C:6](=[CH:7][C:8]([O:31][CH3:32])=[C:9]([O:29][CH3:30])[CH:10]=3)[N:5]=2)[CH2:3][CH2:2]1.FC1C=CC(N2CCNCC2)=C(OC)C=1.[Cl:48]C1C=CC(N2CCNCC2)=C(OC)C=1, predict the reaction product. The product is: [Cl:48][C:23]1[CH:24]=[CH:25][C:20]([N:17]2[CH2:18][CH2:19][N:14]([C:12]3[C:11]4[C:6](=[CH:7][C:8]([O:31][CH3:32])=[C:9]([O:29][CH3:30])[CH:10]=4)[N:5]=[C:4]([CH:1]4[CH2:3][CH2:2]4)[N:13]=3)[CH2:15][CH2:16]2)=[C:21]([O:27][CH3:28])[CH:22]=1. (3) Given the reactants [O:1]([CH:8]([CH3:14])[C:9]([O:11]CC)=[O:10])[C:2]1[CH:7]=[CH:6][CH:5]=[CH:4][CH:3]=1.[OH-].[Na+], predict the reaction product. The product is: [O:1]([CH:8]([CH3:14])[C:9]([OH:11])=[O:10])[C:2]1[CH:7]=[CH:6][CH:5]=[CH:4][CH:3]=1. (4) Given the reactants [C:1]([O:5][C:6]([N:8]1[CH2:13][CH2:12][N:11]([CH2:14][C:15]2[CH:20]=[C:19]([NH2:21])[C:18]([C:22]([O:24][CH2:25][CH3:26])=[O:23])=[CH:17][C:16]=2[O:27][C:28]([F:31])([F:30])[F:29])[CH2:10][CH2:9]1)=[O:7])([CH3:4])([CH3:3])[CH3:2].C(OC(=O)C1C=C(C(F)(F)F)C(C=O)=C([Cl:48])C=1N)C, predict the reaction product. The product is: [C:1]([O:5][C:6]([N:8]1[CH2:9][CH2:10][N:11]([CH2:14][C:15]2[C:16]([O:27][C:28]([F:30])([F:31])[F:29])=[CH:17][C:18]([C:22]([O:24][CH2:25][CH3:26])=[O:23])=[C:19]([NH2:21])[C:20]=2[Cl:48])[CH2:12][CH2:13]1)=[O:7])([CH3:2])([CH3:3])[CH3:4]. (5) Given the reactants O=[N+]([O-])[O-].[O-][N+](=O)[O-].[O-][N+](=O)[O-].[O-][N+](=O)[O-].[O-][N+](=O)[O-].[O-][N+](=O)[O-].[Ce+4].[NH4+].[NH4+].[N+]([O-])([O-])=[O:29].[NH4+].[Ce].[CH3:34][C:35]1([CH3:48])[CH2:44][CH2:43][C:42]([CH3:46])([CH3:45])[C:41]2[CH:40]=[C:39]([CH3:47])[CH:38]=[CH:37][C:36]1=2, predict the reaction product. The product is: [CH3:34][C:35]1([CH3:48])[CH2:44][CH2:43][C:42]([CH3:46])([CH3:45])[C:41]2[CH:40]=[C:39]([CH:47]=[O:29])[CH:38]=[CH:37][C:36]1=2. (6) Given the reactants [H-].[Na+].[C:3]([O:11][CH2:12][CH3:13])(=[O:10])[CH2:4][C:5]([O:7][CH2:8][CH3:9])=[O:6].[Br:14][C:15]1[CH:16]=[C:17]([N+:22]([O-:24])=[O:23])[C:18](Cl)=[N:19][CH:20]=1, predict the reaction product. The product is: [Br:14][C:15]1[CH:16]=[C:17]([N+:22]([O-:24])=[O:23])[C:18]([CH:4]([C:5]([O:7][CH2:8][CH3:9])=[O:6])[C:3]([O:11][CH2:12][CH3:13])=[O:10])=[N:19][CH:20]=1. (7) Given the reactants Cl[S:2]([C:5]1[C:17]([CH3:18])=[CH:16][C:8]([O:9][CH:10]([CH2:14][CH3:15])C(O)=O)=[CH:7][C:6]=1[CH3:19])(=[O:4])=[O:3].[NH2:20][C@H:21]([C:31]([O:33][CH3:34])=[O:32])[CH2:22][NH:23][C:24]([O:26][C:27]([CH3:30])([CH3:29])[CH3:28])=[O:25].Cl.[C:36]([O-])([OH:38])=[O:37].[Na+].C(O)(=O)CC(CC(O)=O)(C(O)=O)O, predict the reaction product. The product is: [C:27]([O:26][C:24]([NH:23][CH2:22][CH:21]([NH:20][S:2]([C:5]1[C:6]([CH3:19])=[CH:7][C:8]([O:9][CH2:10][CH2:14][CH2:15][C:36]([OH:38])=[O:37])=[CH:16][C:17]=1[CH3:18])(=[O:3])=[O:4])[C:31]([O:33][CH3:34])=[O:32])=[O:25])([CH3:30])([CH3:29])[CH3:28]. (8) Given the reactants [Cl:1][C:2]1[C:3]([Cl:40])=[CH:4][C:5]2[O:10][CH2:9][C:8](=[O:11])[N:7]([CH2:12][C:13]([N:15]([CH3:38])[C@H:16]([C:23]3[CH:28]=[CH:27][C:26](C4C=CC=C(C(N)=O)C=4)=[CH:25][CH:24]=3)[CH2:17][N:18]3[CH2:22][CH2:21][CH2:20][CH2:19]3)=[O:14])[C:6]=2[CH:39]=1.[NH2:41][C:42]([C:44]1[CH:49]=[CH:48][C:47](B(O)O)=[CH:46][CH:45]=1)=[O:43], predict the reaction product. The product is: [Cl:1][C:2]1[C:3]([Cl:40])=[CH:4][C:5]2[O:10][CH2:9][C:8](=[O:11])[N:7]([CH2:12][C:13]([N:15]([CH3:38])[C@H:16]([C:23]3[CH:24]=[CH:25][C:26]([C:47]4[CH:48]=[CH:49][C:44]([C:42]([NH2:41])=[O:43])=[CH:45][CH:46]=4)=[CH:27][CH:28]=3)[CH2:17][N:18]3[CH2:19][CH2:20][CH2:21][CH2:22]3)=[O:14])[C:6]=2[CH:39]=1. (9) Given the reactants [C:1]1([CH3:7])[CH:6]=[CH:5][CH:4]=[CH:3][CH:2]=1.[S:8](=O)(=[O:11])([OH:10])[OH:9], predict the reaction product. The product is: [OH2:9].[C:1]1([CH3:7])[C:6]([S:8]([OH:11])(=[O:10])=[O:9])=[CH:5][CH:4]=[CH:3][CH:2]=1.